From a dataset of Retrosynthesis with 50K atom-mapped reactions and 10 reaction types from USPTO. Predict the reactants needed to synthesize the given product. (1) Given the product CCOC(=O)C(C)(N)c1ccc2c(C(F)(F)F)c(O[C@H]3CC[C@H](C(C)(C)C)CC3)ccc2n1, predict the reactants needed to synthesize it. The reactants are: CCOC(=O)C(C)(c1ccc2c(C(F)(F)F)c(O[C@H]3CC[C@H](C(C)(C)C)CC3)ccc2n1)[N+](=O)[O-]. (2) Given the product CCc1cccc2ccc(C=O)c(OCOC)c12, predict the reactants needed to synthesize it. The reactants are: CCc1cccc2cccc(OCOC)c12.CN(C)C=O. (3) Given the product CC(C)(C)OC(=O)N[C@H]1CCCCCC=C[C@@H]2C[C@@]2(C(=O)O)NC(=O)[C@@H]2C[C@@H](Oc3nc4ccc(F)cc4c4cc(F)ccc34)CN2C1=O, predict the reactants needed to synthesize it. The reactants are: CCOC(=O)[C@@]12C[C@H]1C=CCCCCC[C@H](NC(=O)OC(C)(C)C)C(=O)N1C[C@H](Oc3nc4ccc(F)cc4c4cc(F)ccc34)C[C@H]1C(=O)N2.